This data is from Forward reaction prediction with 1.9M reactions from USPTO patents (1976-2016). The task is: Predict the product of the given reaction. (1) Given the reactants Cl[C:2]1[N:12]=[C:11]2[C:5]([NH:6][C:7](=[O:20])[C:8]([CH3:19])([CH3:18])[CH2:9][N:10]2[CH:13]2[CH2:17][CH2:16][CH2:15][CH2:14]2)=[CH:4][N:3]=1.[NH2:21][C:22]1[C:38]([F:39])=[CH:37][C:25]([C:26]([NH:28][CH:29]2[CH2:34][CH2:33][N:32]([CH2:35][CH3:36])[CH2:31][CH2:30]2)=[O:27])=[C:24]([F:40])[CH:23]=1.[C:41](=O)([O-])[O-].[Cs+].[Cs+].CC1(C)C2C(=C(P(C3C=CC=CC=3)C3C=CC=CC=3)C=CC=2)OC2C(P(C3C=CC=CC=3)C3C=CC=CC=3)=CC=CC1=2, predict the reaction product. The product is: [CH:13]1([N:10]2[CH2:9][C:8]([CH3:19])([CH3:18])[C:7](=[O:20])[N:6]([CH3:41])[C:5]3[C:11]2=[N:12][C:2]([NH:21][C:22]2[C:38]([F:39])=[CH:37][C:25]([C:26]([NH:28][CH:29]4[CH2:34][CH2:33][N:32]([CH2:35][CH3:36])[CH2:31][CH2:30]4)=[O:27])=[C:24]([F:40])[CH:23]=2)=[N:3][CH:4]=3)[CH2:17][CH2:16][CH2:15][CH2:14]1. (2) Given the reactants [Cl:1][C:2]1[C:3]([NH:8][NH2:9])=[N:4][CH:5]=[CH:6][CH:7]=1.C(O)CCCC.[C:16]([O:23][CH2:24][CH2:25][CH2:26][CH2:27][CH3:28])(=[O:22])/[CH:17]=[CH:18]\[C:19]([O-])=[O:20], predict the reaction product. The product is: [Cl:1][C:2]1[C:3]([N:8]2[CH:17]([C:16]([O:23][CH2:24][CH2:25][CH2:26][CH2:27][CH3:28])=[O:22])[CH2:18][C:19](=[O:20])[NH:9]2)=[N:4][CH:5]=[CH:6][CH:7]=1. (3) Given the reactants [F:1][C:2]1[CH:26]=[C:25]([O:27][CH2:28][CH2:29][C:30]([F:33])([F:32])[F:31])[CH:24]=[CH:23][C:3]=1[C:4]([NH:6][CH:7]([CH2:11][C:12]1[CH:17]=[CH:16][C:15]([O:18][C:19]([F:22])([F:21])[F:20])=[CH:14][CH:13]=1)[C:8]([OH:10])=O)=[O:5].[NH2:34][CH2:35][CH2:36][OH:37], predict the reaction product. The product is: [F:1][C:2]1[CH:26]=[C:25]([O:27][CH2:28][CH2:29][C:30]([F:33])([F:32])[F:31])[CH:24]=[CH:23][C:3]=1[C:4]([NH:6][CH:7]([CH2:11][C:12]1[CH:13]=[CH:14][C:15]([O:18][C:19]([F:21])([F:20])[F:22])=[CH:16][CH:17]=1)[C:8]([NH:34][CH2:35][CH2:36][OH:37])=[O:10])=[O:5]. (4) Given the reactants C(O[C:4]([N:6]=[C:7]=[S:8])=[O:5])C.[CH2:9]([O:11][C:12]([CH3:24])([CH3:23])[CH2:13][NH:14][C:15]1[N:16]=[CH:17][NH:18][C:19]=1C(N)=O)[CH3:10], predict the reaction product. The product is: [CH2:9]([O:11][C:12]([CH3:23])([CH3:24])[CH2:13][N:14]1[C:15]2[N:16]=[CH:17][NH:18][C:19]=2[C:4](=[O:5])[NH:6][C:7]1=[S:8])[CH3:10]. (5) Given the reactants Br[C:2]1[N:3]=[C:4]([C@H:12]2[CH2:17][CH2:16][C@H:15]([CH2:18][N:19]([CH3:21])[CH3:20])[CH2:14][CH2:13]2)[N:5]2[CH:10]=[CH:9][N:8]=[C:7]([CH3:11])[C:6]=12.[CH3:22][O:23][C:24]1[CH:32]=[CH:31][CH:30]=[C:29]2[C:25]=1[CH:26]=[C:27]([C:34]([NH:36][C:37]1[CH:42]=[CH:41][C:40](B3OC(C)(C)C(C)(C)O3)=[CH:39][C:38]=1[O:52][CH3:53])=[O:35])[N:28]2[CH3:33], predict the reaction product. The product is: [CH3:20][N:19]([CH2:18][C@H:15]1[CH2:16][CH2:17][C@H:12]([C:4]2[N:5]3[CH:10]=[CH:9][N:8]=[C:7]([CH3:11])[C:6]3=[C:2]([C:40]3[CH:41]=[CH:42][C:37]([NH:36][C:34]([C:27]4[N:28]([CH3:33])[C:29]5[C:25]([CH:26]=4)=[C:24]([O:23][CH3:22])[CH:32]=[CH:31][CH:30]=5)=[O:35])=[C:38]([O:52][CH3:53])[CH:39]=3)[N:3]=2)[CH2:13][CH2:14]1)[CH3:21]. (6) Given the reactants [N:1]1[C:8]([NH2:9])=[N:7][C:5]([NH2:6])=[N:4][C:2]=1[NH2:3].C=O, predict the reaction product. The product is: [N:1]1[C:8]([NH2:9])=[N:7][C:5]([NH2:6])=[N:4][C:2]=1[NH2:3].